This data is from Reaction yield outcomes from USPTO patents with 853,638 reactions. The task is: Predict the reaction yield, written as a fraction of the theoretical maximum amount of product (1.0 means a 100% yield; for example, 0.34 means a 34% yield). (1) The reactants are C([Mg][Cl:9])[C:2]1[CH:7]=[CH:6][CH:5]=[CH:4][CH:3]=1.[CH3:10][N:11]([CH3:24])[C:12]1([C:22]#N)[CH2:21][CH2:20][C:15]2([O:19][CH2:18][CH2:17][O:16]2)[CH2:14][CH2:13]1.[Cl-].[NH4+].Cl[Si](C)(C)C. The catalyst is C1COCC1.O. The product is [ClH:9].[CH3:10][N:11]([CH3:24])[C:12]1([CH2:22][C:2]2[CH:7]=[CH:6][CH:5]=[CH:4][CH:3]=2)[CH2:21][CH2:20][C:15]2([O:19][CH2:18][CH2:17][O:16]2)[CH2:14][CH2:13]1. The yield is 0.520. (2) The reactants are [F:1][C:2]1([F:33])[CH2:7][CH2:6][N:5]([C:8]([C:10]2[NH:11][C:12]3[C:17]([CH:18]=2)=[CH:16][C:15]([C:19]([N:21]2[CH2:26][CH2:25][CH:24]([N:27]4[CH2:32][CH2:31][O:30][CH2:29][CH2:28]4)[CH2:23][CH2:22]2)=[O:20])=[CH:14][CH:13]=3)=[O:9])[CH2:4][CH2:3]1.[Cl:34][C:35]1[CH:40]=[CH:39][C:38](B(O)O)=[CH:37][N:36]=1.N1C=CC=CC=1. The catalyst is ClCCl.C([O-])(=O)C.[Cu+2].C([O-])(=O)C. The product is [Cl:34][C:35]1[N:36]=[CH:37][C:38]([N:11]2[C:12]3[C:17](=[CH:16][C:15]([C:19]([N:21]4[CH2:26][CH2:25][CH:24]([N:27]5[CH2:28][CH2:29][O:30][CH2:31][CH2:32]5)[CH2:23][CH2:22]4)=[O:20])=[CH:14][CH:13]=3)[CH:18]=[C:10]2[C:8]([N:5]2[CH2:4][CH2:3][C:2]([F:1])([F:33])[CH2:7][CH2:6]2)=[O:9])=[CH:39][CH:40]=1. The yield is 0.310. (3) The reactants are [CH3:1][C:2]1[CH:3]=[C:4]2[C:12]3=[C:13]([O:15][CH2:16][CH:17]([C:18]4[CH:23]=[CH:22][CH:21]=[CH:20][CH:19]=4)[N:11]3[C:10]3[CH:9]=[CH:8][CH:7]=[C:6]([O:24][CH2:25][C:26]#[N:27])[C:5]2=3)[CH:14]=1. The catalyst is C1COCC1. The product is [CH3:1][C:2]1[CH:3]=[C:4]2[C:12]3=[C:13]([O:15][CH2:16][CH:17]([C:18]4[CH:23]=[CH:22][CH:21]=[CH:20][CH:19]=4)[N:11]3[C:10]3[CH:9]=[CH:8][CH:7]=[C:6]([O:24][CH2:25][CH2:26][NH2:27])[C:5]2=3)[CH:14]=1. The yield is 0.670. (4) The reactants are [CH2:1]([Sn:5](=[O:10])[CH2:6][CH2:7][CH2:8][CH3:9])[CH2:2][CH2:3][CH3:4].[CH3:11][CH:12]([CH3:16])[CH2:13][CH2:14][OH:15]. No catalyst specified. The product is [CH2:1]([Sn:5]([CH2:6][CH2:7][CH2:8][CH3:9])([O:15][CH2:14][CH2:13][CH:12]([CH3:16])[CH3:11])[O:10][Sn:5]([CH2:6][CH2:7][CH2:8][CH3:9])([CH2:1][CH2:2][CH2:3][CH3:4])[O:15][CH2:14][CH2:13][CH:12]([CH3:16])[CH3:11])[CH2:2][CH2:3][CH3:4]. The yield is 0.990. (5) The reactants are [Cl:1][C:2]1[CH:7]=[CH:6][C:5]([Cl:8])=[CH:4][C:3]=1[C:9]#[C:10][CH2:11][CH2:12][CH2:13]O.C1(P(C2C=CC=CC=2)C2C=CC=CC=2)C=CC=CC=1.N1C=CN=C1.[I:39]I. The catalyst is C(#N)C. The product is [Cl:1][C:2]1[CH:7]=[CH:6][C:5]([Cl:8])=[CH:4][C:3]=1[C:9]#[C:10][CH2:11][CH2:12][CH2:13][I:39]. The yield is 0.720. (6) The reactants are C(N(CC)C(C)C)(C)C.[NH2:10][C@H:11]([CH2:15][OH:16])[CH:12]([CH3:14])[CH3:13].[O:17]1[CH:21]=[CH:20][CH:19]=[C:18]1[C:22]1[O:26][C:25](=[O:27])[C:24]2([CH2:32][CH2:31][CH2:30][CH2:29][CH2:28]2)[N:23]=1. The catalyst is C(Cl)Cl.C1(C)C=CC=CC=1. The product is [O:17]1[CH:21]=[CH:20][CH:19]=[C:18]1[C:22]([NH:23][C:24]1([C:25]([NH:10][C@H:11]([CH2:15][OH:16])[CH:12]([CH3:14])[CH3:13])=[O:27])[CH2:32][CH2:31][CH2:30][CH2:29][CH2:28]1)=[O:26]. The yield is 0.747. (7) The reactants are C(NC(C)C)(C)C.C([Li])CCC.[F:13][C:14]([F:27])([F:26])[S:15][C:16]1[CH:21]=[CH:20][C:19]([CH2:22][C:23]([OH:25])=[O:24])=[CH:18][CH:17]=1.I[CH2:29][CH:30]1[CH2:34][CH2:33][CH2:32][CH2:31]1. The catalyst is O1CCCC1.CN1CCCN(C)C1=O. The product is [CH:30]1([CH2:29][CH:22]([C:19]2[CH:18]=[CH:17][C:16]([S:15][C:14]([F:26])([F:13])[F:27])=[CH:21][CH:20]=2)[C:23]([OH:25])=[O:24])[CH2:34][CH2:33][CH2:32][CH2:31]1. The yield is 0.580.